This data is from Forward reaction prediction with 1.9M reactions from USPTO patents (1976-2016). The task is: Predict the product of the given reaction. (1) The product is: [CH3:27][C:26]([CH3:29])([CH3:28])[C@H:21]([NH:20][C:17]([C:9]1[N:8]=[C:7]([C:1]2[CH:2]=[CH:3][CH:4]=[CH:5][CH:6]=2)[N:11]2[CH2:12][CH2:13][CH2:14][CH2:15][CH2:16][C:10]=12)=[O:19])[C:22]([NH:24][CH3:25])=[O:23]. Given the reactants [C:1]1([C:7]2[N:11]3[CH2:12][CH2:13][CH2:14][CH2:15][CH2:16][C:10]3=[C:9]([C:17]([OH:19])=O)[N:8]=2)[CH:6]=[CH:5][CH:4]=[CH:3][CH:2]=1.[NH2:20][C@@H:21]([C:26]([CH3:29])([CH3:28])[CH3:27])[C:22]([NH:24][CH3:25])=[O:23].CCN(C(C)C)C(C)C.CN(C(ON1N=NC2C=CC=CC1=2)=[N+](C)C)C.[B-](F)(F)(F)F, predict the reaction product. (2) Given the reactants [F:1][C:2]1[CH:3]=[C:4]([C:9]2[C:10]([CH:19](O)[CH3:20])=[CH:11][CH:12]=[C:13]3[C:18]=2[N:17]=[CH:16][CH:15]=[CH:14]3)[CH:5]=[C:6]([F:8])[CH:7]=1.C(N(CC)CC)C.CS(Cl)(=O)=O.[N-:34]=[N+:35]=[N-:36].[Na+], predict the reaction product. The product is: [N:34]([CH:19]([C:10]1[C:9]([C:4]2[CH:3]=[C:2]([F:1])[CH:7]=[C:6]([F:8])[CH:5]=2)=[C:18]2[C:13]([CH:14]=[CH:15][CH:16]=[N:17]2)=[CH:12][CH:11]=1)[CH3:20])=[N+:35]=[N-:36]. (3) Given the reactants O[CH2:2][C:3]1[CH:12]=[CH:11][C:6]([C:7]([O:9][CH3:10])=[O:8])=[C:5]([C:13]2[CH:18]=[CH:17][CH:16]=[CH:15][CH:14]=2)[CH:4]=1.S(Cl)([Cl:21])=O.[Cl-].[Li+], predict the reaction product. The product is: [CH3:10][O:9][C:7](=[O:8])[C:6]1[CH:11]=[CH:12][C:3]([CH2:2][Cl:21])=[CH:4][C:5]=1[C:13]1[CH:18]=[CH:17][CH:16]=[CH:15][CH:14]=1. (4) Given the reactants [CH3:1][C:2]([S:6][C:7]1[CH:12]=[CH:11][CH:10]=[CH:9][CH:8]=1)([CH3:5])[C:3]#[N:4].B.C1COCC1, predict the reaction product. The product is: [CH3:5][C:2]([S:6][C:7]1[CH:12]=[CH:11][CH:10]=[CH:9][CH:8]=1)([CH3:1])[CH2:3][NH2:4]. (5) Given the reactants C([O-])([O-])=O.[Cs+].[Cs+].Br[C:8]1[N:13]=[C:12]([CH2:14][N:15]([CH3:52])[C:16]([C:18]2[CH:51]=[CH:50][C:21]([CH2:22][C@H:23]3[CH2:27][CH2:26][C@@H:25]([C@H:28]([O:35][Si:36]([C:39]([CH3:42])([CH3:41])[CH3:40])([CH3:38])[CH3:37])[C:29]4[CH:34]=[CH:33][CH:32]=[CH:31][CH:30]=4)[N:24]3[C:43]([O:45][C:46]([CH3:49])([CH3:48])[CH3:47])=[O:44])=[CH:20][CH:19]=2)=[O:17])[CH:11]=[CH:10][CH:9]=1.CC(CC(C)=O)=O.[OH-].[NH4+:61], predict the reaction product. The product is: [NH2:61][C:8]1[N:13]=[C:12]([CH2:14][N:15]([CH3:52])[C:16]([C:18]2[CH:51]=[CH:50][C:21]([CH2:22][C@H:23]3[CH2:27][CH2:26][C@@H:25]([C@H:28]([O:35][Si:36]([C:39]([CH3:42])([CH3:41])[CH3:40])([CH3:38])[CH3:37])[C:29]4[CH:34]=[CH:33][CH:32]=[CH:31][CH:30]=4)[N:24]3[C:43]([O:45][C:46]([CH3:49])([CH3:48])[CH3:47])=[O:44])=[CH:20][CH:19]=2)=[O:17])[CH:11]=[CH:10][CH:9]=1. (6) The product is: [Cl:35][C:36]1[C:42]([O:43][CH3:44])=[CH:41][C:40]([O:45][CH3:46])=[C:39]([F:47])[C:37]=1[NH:38][CH2:22][C:21]1[C:16]([Cl:15])=[C:17]2[CH:26]=[CH:25][N:24]([CH2:27][O:28][CH2:29][CH2:30][Si:31]([CH3:34])([CH3:33])[CH3:32])[C:18]2=[N:19][CH:20]=1. Given the reactants C(O[BH-](OC(=O)C)OC(=O)C)(=O)C.[Na+].[Cl:15][C:16]1[C:21]([CH:22]=O)=[CH:20][N:19]=[C:18]2[N:24]([CH2:27][O:28][CH2:29][CH2:30][Si:31]([CH3:34])([CH3:33])[CH3:32])[CH:25]=[CH:26][C:17]=12.[Cl:35][C:36]1[C:42]([O:43][CH3:44])=[CH:41][C:40]([O:45][CH3:46])=[C:39]([F:47])[C:37]=1[NH2:38].C([O-])(O)=O.[Na+], predict the reaction product. (7) The product is: [O:44]=[C:31]1[C:30](=[C:2]2[C:10]3[N:9]=[C:8]4[CH:11]=[CH:12][CH:13]=[CH:14][C:7]4=[N:6][C:5]=3[C:4](=[C:15]3[C:20](=[O:21])[N:19]4[C:22]5[CH:28]=[CH:27][CH:26]=[CH:25][C:23]=5[NH:24][C:18]4=[N:17][C:16]3=[O:29])[NH:3]2)[C:35](=[O:36])[N:34]2[C:37]3[CH:43]=[CH:42][CH:41]=[CH:40][C:38]=3[NH:39][C:33]2=[N:32]1. Given the reactants N[C:2]1([CH:30]2[C:35](=[O:36])[N:34]3[C:37]4[CH:43]=[CH:42][CH:41]=[CH:40][C:38]=4[NH:39][C:33]3=[N:32][C:31]2=[O:44])[C:10]2[N:9]=[C:8]3[CH:11]=[CH:12][CH:13]=[CH:14][C:7]3=[N:6][C:5]=2[C:4](=[C:15]2[C:20](=[O:21])[N:19]3[C:22]4[CH:28]=[CH:27][CH:26]=[CH:25][C:23]=4[NH:24][C:18]3=[N:17][C:16]2=[O:29])[NH:3]1.O, predict the reaction product. (8) The product is: [S:1]1[C:5]2[CH:6]=[CH:7][CH:8]=[CH:9][C:4]=2[N:3]=[C:2]1[N:10]1[C:14](=[O:15])[C:13](=[CH:26][N:27]([CH3:29])[CH3:28])[C:12]([C:16]2[CH:21]=[CH:20][CH:19]=[CH:18][C:17]=2[O:22][CH3:23])=[N:11]1. Given the reactants [S:1]1[C:5]2[CH:6]=[CH:7][CH:8]=[CH:9][C:4]=2[N:3]=[C:2]1[N:10]1[C:14](=[O:15])[CH:13]=[C:12]([C:16]2[CH:21]=[CH:20][CH:19]=[CH:18][C:17]=2[O:22][CH3:23])[NH:11]1.CO[CH:26](OC)[N:27]([CH3:29])[CH3:28], predict the reaction product. (9) The product is: [NH:1]1[CH:5]=[N:4][C:3]([C:6]2[CH:7]=[C:8]3[C:12](=[CH:13][CH:14]=2)[NH:11][N:10]=[C:9]3[C:31]2[CH:30]=[C:29]([C:32]([NH:34][CH2:51][CH2:43][O:42][CH3:41])=[O:33])[CH:28]=[CH:27][CH:26]=2)=[N:2]1. Given the reactants [NH:1]1[CH:5]=[N:4][C:3]([C:6]2[CH:7]=[C:8]3[C:12](=[CH:13][CH:14]=2)[N:11](C2CCCCO2)[N:10]=[C:9]3Br)=[N:2]1.BrC1[C:31]2[C:26](=[CH:27][CH:28]=[C:29]([C:32]([NH2:34])=[O:33])[CH:30]=2)N(C2CCCCO2)N=1.[CH3:41][O:42][CH:43](OC)N(C)C.NN.[C:51](O)(=O)C, predict the reaction product.